This data is from Forward reaction prediction with 1.9M reactions from USPTO patents (1976-2016). The task is: Predict the product of the given reaction. Given the reactants [C:1]1([S:7]([N:10]2[CH2:15][CH:14]([CH2:16]I)[O:13][CH:12]([CH2:18]I)[CH2:11]2)(=[O:9])=[O:8])[CH:6]=[CH:5][CH:4]=[CH:3][CH:2]=1.[CH2:20]([NH2:27])[C:21]1[CH:26]=[CH:25][CH:24]=[CH:23][CH:22]=1, predict the reaction product. The product is: [CH2:20]([N:27]1[CH2:16][CH:14]2[O:13][CH:12]([CH2:11][N:10]([S:7]([C:1]3[CH:6]=[CH:5][CH:4]=[CH:3][CH:2]=3)(=[O:9])=[O:8])[CH2:15]2)[CH2:18]1)[C:21]1[CH:26]=[CH:25][CH:24]=[CH:23][CH:22]=1.